Dataset: Forward reaction prediction with 1.9M reactions from USPTO patents (1976-2016). Task: Predict the product of the given reaction. (1) Given the reactants [CH3:1][O:2][C:3]1[CH:26]=[CH:25][C:6]([C:7]([NH:9][C:10]2[C:11]([NH:16][C:17]([CH:19]3[CH2:24][CH2:23][NH:22][CH2:21][CH2:20]3)=[O:18])=[CH:12][CH:13]=[CH:14][CH:15]=2)=[O:8])=[CH:5][CH:4]=1.[OH:27][C:28]1[CH:35]=[CH:34][C:31]([CH:32]=O)=[CH:30][CH:29]=1.C([BH3-])#N.[Na+].Cl, predict the reaction product. The product is: [CH3:1][O:2][C:3]1[CH:4]=[CH:5][C:6]([C:7]([NH:9][C:10]2[C:11]([NH:16][C:17]([CH:19]3[CH2:20][CH2:21][N:22]([CH2:32][C:31]4[CH:34]=[CH:35][C:28]([OH:27])=[CH:29][CH:30]=4)[CH2:23][CH2:24]3)=[O:18])=[CH:12][CH:13]=[CH:14][CH:15]=2)=[O:8])=[CH:25][CH:26]=1. (2) Given the reactants [Br:1][C:2]1[C:6]2[CH:7]=[N:8][C:9]([NH:11][C:12](=[O:22])C3C=CC(C(C)=C)=CC=3)=[CH:10][C:5]=2[N:4]([CH3:23])[CH:3]=1.CS(N)(=O)=O.CC[C@@H]1[C@@H]2C[C@H]([C@@H:64]([O:63]C3C4C(=CC=CC=4)C([O:63][C@@H:64]([C:75]4[CH:84]=CN=[C:81]5[C:76]=4[CH:77]=[C:78](OC)[CH:79]=[CH:80]5)[C@@H]4N5C[C@H](CC)[C@@H](CC5)C4)=NN=3)[C:75]3[CH:84]=CN=[C:81]4[C:76]=3[CH:77]=[C:78](OC)[CH:79]=[CH:80]4)N(CC2)C1.S([O-])([O-])=[O:88].[Na+].[Na+], predict the reaction product. The product is: [Br:1][C:2]1[C:6]2[CH:7]=[N:8][C:9]([NH:11][C:12](=[O:22])[C:79]3[CH:78]=[CH:77][C:76]([C@:75]([OH:88])([CH3:84])[CH2:64][OH:63])=[CH:81][CH:80]=3)=[CH:10][C:5]=2[N:4]([CH3:23])[CH:3]=1. (3) Given the reactants [NH:1]1[C:9]2[C:4](=[CH:5][CH:6]=[CH:7][CH:8]=2)[C:3]2([C:13]3=[CH:14][C:15]4[O:19][CH2:18][O:17][C:16]=4[CH:20]=[C:12]3[O:11][CH2:10]2)[C:2]1=[O:21].IC.Br[CH2:25]C1OC(C(F)(F)F)=CC=1, predict the reaction product. The product is: [CH3:25][N:1]1[C:9]2[C:4](=[CH:5][CH:6]=[CH:7][CH:8]=2)[C:3]2([C:13]3=[CH:14][C:15]4[O:19][CH2:18][O:17][C:16]=4[CH:20]=[C:12]3[O:11][CH2:10]2)[C:2]1=[O:21]. (4) Given the reactants C([O:4][CH2:5][C@@H:6]1[C@@H:14]([C@@:15]2([CH3:38])[CH2:20][CH2:19][C@H:18]([O:21][Si:22]([C:25]([CH3:28])([CH3:27])[CH3:26])([CH3:24])[CH3:23])[CH2:17][C@@H:16]2[CH2:29][O:30][Si:31]([C:34]([CH3:37])([CH3:36])[CH3:35])([CH3:33])[CH3:32])[CH2:13][CH2:12][C@@:11]2([CH3:39])[C@H:7]1[CH2:8][CH2:9][C:10]2=[O:40])(=O)C.C(=O)([O-])[O-].[K+].[K+], predict the reaction product. The product is: [Si:22]([O:21][C@H:18]1[CH2:19][CH2:20][C@@:15]([C@H:14]2[CH2:13][CH2:12][C@@:11]3([CH3:39])[C@@H:7]([CH2:8][CH2:9][C:10]3=[O:40])[C@@H:6]2[CH2:5][OH:4])([CH3:38])[C@@H:16]([CH2:29][O:30][Si:31]([C:34]([CH3:37])([CH3:36])[CH3:35])([CH3:32])[CH3:33])[CH2:17]1)([C:25]([CH3:28])([CH3:27])[CH3:26])([CH3:24])[CH3:23]. (5) The product is: [Br:14][C:7]1[CH:8]=[C:9]([CH:12]=[CH:13][C:6]=1[OH:5])[CH:10]=[O:11]. Given the reactants C(Cl)(Cl)Cl.[OH:5][C:6]1[CH:13]=[CH:12][C:9]([CH:10]=[O:11])=[CH:8][CH:7]=1.[Br:14]Br, predict the reaction product.